Dataset: Forward reaction prediction with 1.9M reactions from USPTO patents (1976-2016). Task: Predict the product of the given reaction. (1) The product is: [OH:4][C@H:5]([CH3:25])[CH2:6][CH2:7][CH2:8][CH2:9][N:10]1[C:19](=[O:20])[C:18]2[N:17]([CH3:21])[C:16]([CH2:22][Cl:28])=[N:15][C:14]=2[N:13]([CH3:24])[C:11]1=[O:12]. Given the reactants C([O:4][C@H:5]([CH3:25])[CH2:6][CH2:7][CH2:8][CH2:9][N:10]1[C:19](=[O:20])[C:18]2[N:17]([CH3:21])[C:16]([CH2:22]O)=[N:15][C:14]=2[N:13]([CH3:24])[C:11]1=[O:12])(=O)C.S(Cl)([Cl:28])=O, predict the reaction product. (2) Given the reactants [CH3:1][N:2]1[CH2:7][CH2:6][N:5]([C:8]2[C:16]3[C:11](=[CH:12][C:13]([C:17]([O-:19])=O)=[CH:14][CH:15]=3)[NH:10][N:9]=2)[CH2:4][CH2:3]1.[Li+].C(Cl)CCl.C1C=CC2N(O)N=NC=2C=1.CCN(CC)CC.[CH2:42]([NH2:49])[C:43]1[CH:48]=[CH:47][CH:46]=[CH:45][CH:44]=1, predict the reaction product. The product is: [CH2:42]([NH:49][C:17]([C:13]1[CH:12]=[C:11]2[C:16]([C:8]([N:5]3[CH2:4][CH2:3][N:2]([CH3:1])[CH2:7][CH2:6]3)=[N:9][NH:10]2)=[CH:15][CH:14]=1)=[O:19])[C:43]1[CH:48]=[CH:47][CH:46]=[CH:45][CH:44]=1. (3) Given the reactants C[C:2]1[CH:10]=[C:9]([C:11]2[C:12]([CH3:51])([CH3:50])[C@H:13]3[C@:26]([CH3:29])([CH2:27][CH:28]=2)[C@@H:25]2[C@:16]([CH3:49])([C@@:17]4([CH3:48])[C@H:22]([CH2:23][CH2:24]2)[C@H:21]2[C@H:30]([C:33]([CH3:35])=[CH2:34])[CH2:31][CH2:32][C@:20]2([NH:36][CH2:37][CH2:38][CH2:39][N:40]2[CH2:45][CH2:44][S:43](=[O:47])(=[O:46])[CH2:42][CH2:41]2)[CH2:19][CH2:18]4)[CH2:15][CH2:14]3)[CH:8]=[CH:7][C:3]=1[C:4]([OH:6])=[O:5].[OH-].[Na+], predict the reaction product. The product is: [O:47]=[S:43]1(=[O:46])[CH2:44][CH2:45][N:40]([CH2:39][CH2:38][CH2:37][NH:36][C@:20]23[CH2:32][CH2:31][C@@H:30]([C:33]([CH3:35])=[CH2:34])[C@@H:21]2[C@@H:22]2[C@@:17]([CH3:48])([CH2:18][CH2:19]3)[C@@:16]3([CH3:49])[C@@H:25]([C@:26]4([CH3:29])[C@@H:13]([CH2:14][CH2:15]3)[C:12]([CH3:51])([CH3:50])[C:11]([C:9]3[CH:8]=[CH:7][C:3]([C:4]([OH:6])=[O:5])=[CH:2][CH:10]=3)=[CH:28][CH2:27]4)[CH2:24][CH2:23]2)[CH2:41][CH2:42]1. (4) The product is: [CH3:3][N:2]([CH2:4][C:5]1[CH:6]=[C:7]([CH:10]=[CH:11][C:12]=1[N:13]1[C:17]2=[N:18][CH:19]=[CH:20][C:21]([I:22])=[C:16]2[C:15]([CH:23]([CH3:25])[CH3:24])=[N:14]1)[C:8]([NH2:9])=[O:26])[CH3:1]. Given the reactants [CH3:1][N:2]([CH2:4][C:5]1[CH:6]=[C:7]([CH:10]=[CH:11][C:12]=1[N:13]1[C:17]2=[N:18][CH:19]=[CH:20][C:21]([I:22])=[C:16]2[C:15]([CH:23]([CH3:25])[CH3:24])=[N:14]1)[C:8]#[N:9])[CH3:3].[OH:26]O.[OH-].[Na+].O, predict the reaction product. (5) Given the reactants [Cl:1][C:2]1[CH:7]=[CH:6][C:5]([CH:8]([C:16]2[C:24]3[C:19](=[C:20]([CH2:25][S:26][CH3:27])[CH:21]=[CH:22][CH:23]=3)[NH:18][CH:17]=2)[CH2:9][CH2:10][C:11](OCC)=[O:12])=[CH:4][CH:3]=1.[H-].[Al+3].[Li+].[H-].[H-].[H-].Cl, predict the reaction product. The product is: [Cl:1][C:2]1[CH:3]=[CH:4][C:5]([CH:8]([C:16]2[C:24]3[C:19](=[C:20]([CH2:25][S:26][CH3:27])[CH:21]=[CH:22][CH:23]=3)[NH:18][CH:17]=2)[CH2:9][CH2:10][CH2:11][OH:12])=[CH:6][CH:7]=1. (6) Given the reactants Br[C:2]1[N:10]2[C:5]([N:6]=[N:7][C:8]3[C:14]([O:15][CH3:16])=[CH:13][C:12]([C:17]([F:20])([F:19])[F:18])=[CH:11][C:9]=32)=[C:4]([CH3:21])[N:3]=1.[Cl:22][C:23]1[CH:24]=[CH:25][C:26]([O:32][CH3:33])=[C:27](B(O)O)[CH:28]=1.C(=O)([O-])[O-].[Na+].[Na+], predict the reaction product. The product is: [Cl:22][C:23]1[CH:28]=[CH:27][C:26]([O:32][CH3:33])=[C:25]([C:2]2[N:10]3[C:5]([N:6]=[N:7][C:8]4[C:14]([O:15][CH3:16])=[CH:13][C:12]([C:17]([F:20])([F:19])[F:18])=[CH:11][C:9]=43)=[C:4]([CH3:21])[N:3]=2)[CH:24]=1. (7) Given the reactants C(OC([NH:8][C:9]1([C:23]2[CH:28]=[CH:27][CH:26]=[CH:25][CH:24]=2)[CH2:14][CH2:13][N:12]([C:15]2[CH:20]=[CH:19][C:18]([C:21]#[N:22])=[CH:17][N:16]=2)[CH2:11][CH2:10]1)=O)(C)(C)C.ClC1C=CC(C#N)=CN=1.Cl, predict the reaction product. The product is: [NH2:8][C:9]1([C:23]2[CH:28]=[CH:27][CH:26]=[CH:25][CH:24]=2)[CH2:14][CH2:13][N:12]([C:15]2[CH:20]=[CH:19][C:18]([C:21]#[N:22])=[CH:17][N:16]=2)[CH2:11][CH2:10]1.